From a dataset of Reaction yield outcomes from USPTO patents with 853,638 reactions. Predict the reaction yield, written as a fraction of the theoretical maximum amount of product (1.0 means a 100% yield; for example, 0.34 means a 34% yield). (1) The reactants are [NH2:1][C:2]1[N:7]=[CH:6][C:5]([N:8]2[C:15](=[O:16])[CH2:14][CH:13]3[N:17]([C:18]([O:20][C:21]([CH3:24])([CH3:23])[CH3:22])=[O:19])[CH:10]([CH2:11][CH2:12]3)[CH2:9]2)=[CH:4][CH:3]=1.Cl[C:26]1[N:27]=[CH:28][C:29]2[CH:34]=[C:33]([C:35]([N:37]([CH3:39])[CH3:38])=[O:36])[N:32]([CH:40]3[CH2:45][CH2:44][CH2:43][CH2:42][CH2:41]3)[C:30]=2[N:31]=1. No catalyst specified. The product is [CH:40]1([N:32]2[C:30]3[N:31]=[C:26]([NH:1][C:2]4[N:7]=[CH:6][C:5]([N:8]5[C:15](=[O:16])[CH2:14][CH:13]6[N:17]([C:18]([O:20][C:21]([CH3:24])([CH3:23])[CH3:22])=[O:19])[CH:10]([CH2:11][CH2:12]6)[CH2:9]5)=[CH:4][CH:3]=4)[N:27]=[CH:28][C:29]=3[CH:34]=[C:33]2[C:35](=[O:36])[N:37]([CH3:38])[CH3:39])[CH2:41][CH2:42][CH2:43][CH2:44][CH2:45]1. The yield is 0.551. (2) The reactants are [CH2:1]([O:3][C:4](=[O:31])[CH2:5][N:6]1[CH:10]=[C:9]([C@H:11]([NH:24]S(C(C)(C)C)=O)[C:12]2[CH:17]=[CH:16][C:15]([O:18][CH2:19][C:20]([F:23])([F:22])[F:21])=[CH:14][N:13]=2)[N:8]=[N:7]1)[CH3:2].[ClH:32].CCOCC. The catalyst is CCO. The product is [Cl-:32].[Cl-:32].[NH3+:24][C@@H:11]([C:9]1[N:8]=[N:7][N:6]([CH2:5][C:4]([O:3][CH2:1][CH3:2])=[O:31])[CH:10]=1)[C:12]1[CH:17]=[CH:16][C:15]([O:18][CH2:19][C:20]([F:23])([F:21])[F:22])=[CH:14][NH+:13]=1. The yield is 0.990. (3) The reactants are [NH2:1][C@H:2]1[C@@H:7]([OH:8])[CH2:6][C@H:5]([CH:9]([F:11])[F:10])[C@@H:4]([OH:12])[C@@H:3]1[OH:13].[C:14](N1C=CN=C1)(N1C=CN=C1)=[S:15]. The catalyst is CN(C=O)C. The product is [F:11][CH:9]([F:10])[C@@H:5]1[C@@H:4]([OH:12])[C@H:3]([OH:13])[C@H:2]2[NH:1][C:14](=[S:15])[O:8][C@H:7]2[CH2:6]1. The yield is 0.650.